This data is from Peptide-MHC class II binding affinity with 134,281 pairs from IEDB. The task is: Regression. Given a peptide amino acid sequence and an MHC pseudo amino acid sequence, predict their binding affinity value. This is MHC class II binding data. (1) The binding affinity (normalized) is 0.595. The MHC is DRB1_0301 with pseudo-sequence DRB1_0301. The peptide sequence is LLLSTRDLAFAG. (2) The peptide sequence is FDREFTFGWDELLSK. The MHC is DRB4_0101 with pseudo-sequence DRB4_0103. The binding affinity (normalized) is 0.478. (3) The peptide sequence is VEDEARRMWASAQNI. The MHC is DRB4_0101 with pseudo-sequence DRB4_0103. The binding affinity (normalized) is 0.422.